This data is from Reaction yield outcomes from USPTO patents with 853,638 reactions. The task is: Predict the reaction yield, written as a fraction of the theoretical maximum amount of product (1.0 means a 100% yield; for example, 0.34 means a 34% yield). (1) The reactants are [F:1][C:2]1[CH:3]=[CH:4][C:5]([N+:9]([O-:11])=[O:10])=[C:6]([CH:8]=1)[NH2:7].C1C(=O)N([Br:19])C(=O)C1. The catalyst is CC(O)=O. The product is [Br:19][C:3]1[C:2]([F:1])=[CH:8][C:6]([NH2:7])=[C:5]([N+:9]([O-:11])=[O:10])[CH:4]=1. The yield is 0.760. (2) The catalyst is C(OCC)(=O)C. The reactants are [NH2:1][C:2]1[N:6]([CH:7]2[CH2:12][CH2:11][CH2:10][NH:9][CH2:8]2)[N:5]=[C:4]([C:13]2[CH:18]=[CH:17][C:16]([O:19][C:20]3[CH:25]=[CH:24][CH:23]=[CH:22][CH:21]=3)=[CH:15][CH:14]=2)[C:3]=1[C:26]#[N:27].C([OH:30])C.[OH-].[Na+]. The yield is 0.700. The product is [NH2:1][C:2]1[N:6]([CH:7]2[CH2:12][CH2:11][CH2:10][NH:9][CH2:8]2)[N:5]=[C:4]([C:13]2[CH:14]=[CH:15][C:16]([O:19][C:20]3[CH:21]=[CH:22][CH:23]=[CH:24][CH:25]=3)=[CH:17][CH:18]=2)[C:3]=1[C:26]([NH2:27])=[O:30]. (3) The reactants are [O:1]=[C:2]1[NH:6][C:5]2[CH:7]=[CH:8][C:9]([CH:11]([CH3:17])[C:12]([O:14]CC)=[O:13])=[CH:10][C:4]=2[NH:3]1.CCO.[OH-].[Na+].CC(O)=O. The catalyst is O. The product is [O:1]=[C:2]1[NH:6][C:5]2[CH:7]=[CH:8][C:9]([CH:11]([CH3:17])[C:12]([OH:14])=[O:13])=[CH:10][C:4]=2[NH:3]1. The yield is 0.636. (4) The reactants are O.Cl.C[O:4][C:5]1[C:10]([CH3:11])=[C:9]([CH3:12])[CH:8]=[C:7]([CH3:13])[C:6]=1[C:14](=O)[CH3:15].C(SCCC1(O)C(C)=C(C)C=C(C)C1)C. The catalyst is CN(C)C=O. The product is [CH3:11][C:10]1[C:9]([CH3:12])=[CH:8][C:7]([CH3:13])=[C:6]([CH:14]=[CH2:15])[C:5]=1[OH:4]. The yield is 0.162. (5) The reactants are Br[C:2]1[C:3]([CH3:9])=[CH:4][C:5]([NH2:8])=[N:6][CH:7]=1.[C:10]([Cu])#[N:11].C(N)CN. The catalyst is CC(N(C)C)=O. The product is [NH2:8][C:5]1[CH:4]=[C:3]([CH3:9])[C:2]([C:10]#[N:11])=[CH:7][N:6]=1. The yield is 0.870. (6) The reactants are [CH3:1][O:2][C:3]([CH2:5][C@H:6]([NH2:10])[C:7]([OH:9])=O)=[O:4].Cl.[CH3:12]CN(CC)CC.[Si](Cl)(C)(C)C.[C:24]1([CH3:33])[CH:29]=[CH:28][C:27]([C:30](Cl)=[O:31])=[CH:26][CH:25]=1. The catalyst is C(Cl)Cl. The product is [CH3:33][C:24]1[CH:29]=[CH:28][C:27]([C:30]([NH:10][CH:6]([C:7](=[O:9])[CH3:12])[CH2:5][C:3]([O:2][CH3:1])=[O:4])=[O:31])=[CH:26][CH:25]=1. The yield is 0.910.